Dataset: Reaction yield outcomes from USPTO patents with 853,638 reactions. Task: Predict the reaction yield, written as a fraction of the theoretical maximum amount of product (1.0 means a 100% yield; for example, 0.34 means a 34% yield). (1) The reactants are [CH3:1][O:2][C:3]([C:5]1[S:9][C:8]([CH3:10])=[N:7][C:6]=1[C:11]1[CH:16]=[CH:15][C:14]([O:17][CH3:18])=[CH:13][CH:12]=1)=[O:4].C1C(=O)N([Br:26])C(=O)C1.CC(N=NC(C#N)(C)C)(C#N)C. The catalyst is C(Cl)(Cl)(Cl)Cl. The product is [CH3:1][O:2][C:3]([C:5]1[S:9][C:8]([CH2:10][Br:26])=[N:7][C:6]=1[C:11]1[CH:12]=[CH:13][C:14]([O:17][CH3:18])=[CH:15][CH:16]=1)=[O:4]. The yield is 0.240. (2) The reactants are [N:1]1[CH:6]=[CH:5][CH:4]=[CH:3][C:2]=1[N:7]1[CH2:12][CH2:11][N:10]([CH2:13][C:14]2[NH:18][C:17]3[CH:19]=[CH:20][CH:21]=[CH:22][C:16]=3[N:15]=2)[CH2:9][CH2:8]1.Cl[C:24]([O:26][CH2:27][CH:28]([CH3:30])[CH3:29])=[O:25]. The catalyst is ClCCl. The product is [N:1]1[CH:6]=[CH:5][CH:4]=[CH:3][C:2]=1[N:7]1[CH2:8][CH2:9][N:10]([CH2:13][C:14]2[N:15]([C:24]([O:26][CH2:27][CH:28]([CH3:30])[CH3:29])=[O:25])[C:16]3[CH:22]=[CH:21][CH:20]=[CH:19][C:17]=3[N:18]=2)[CH2:11][CH2:12]1. The yield is 0.490. (3) The product is [N:14]1[C:15]2[C:20](=[CH:19][CH:18]=[CH:17][CH:16]=2)[CH:21]=[CH:22][C:13]=1[N:11]1[CH2:12][CH:9]([O:8][C:3]2[C:2]([N:23]3[CH2:28][CH2:27][CH:26]([C:29]#[N:30])[CH2:25][CH2:24]3)=[CH:7][CH:6]=[CH:5][N:4]=2)[CH2:10]1. The reactants are Br[C:2]1[C:3]([O:8][CH:9]2[CH2:12][N:11]([C:13]3[CH:22]=[CH:21][C:20]4[C:15](=[CH:16][CH:17]=[CH:18][CH:19]=4)[N:14]=3)[CH2:10]2)=[N:4][CH:5]=[CH:6][CH:7]=1.[NH:23]1[CH2:28][CH2:27][CH:26]([C:29]#[N:30])[CH2:25][CH2:24]1.C1(P(C2C=CC=CC=2)C2C=CC3C(=CC=CC=3)C=2C2C3C(=CC=CC=3)C=CC=2P(C2C=CC=CC=2)C2C=CC=CC=2)C=CC=CC=1.C(O[Na])(C)(C)C. The catalyst is C1(C)C=CC=CC=1.C1C=CC(/C=C/C(/C=C/C2C=CC=CC=2)=O)=CC=1.C1C=CC(/C=C/C(/C=C/C2C=CC=CC=2)=O)=CC=1.C1C=CC(/C=C/C(/C=C/C2C=CC=CC=2)=O)=CC=1.[Pd].[Pd]. The yield is 0.400. (4) The reactants are O.C([O-])(=O)C.[K+].O.O.O.O.O.O.O.O.O.O.C(=O)([O-])[O-].[Na+].[Na+].Br[C:24]1[CH:25]=[N:26][CH:27]=[C:28]([Br:30])[CH:29]=1.[C:31](B1OC(C)(C)C(C)(C)O1)([CH3:33])=[CH2:32]. The catalyst is C1C=CC(P(C2C=CC=CC=2)[C-]2C=CC=C2)=CC=1.C1C=CC(P(C2C=CC=CC=2)[C-]2C=CC=C2)=CC=1.Cl[Pd]Cl.[Fe+2].ClCCl.C(#N)C. The product is [Br:30][C:28]1[CH:27]=[N:26][CH:25]=[C:24]([C:31]([CH3:33])=[CH2:32])[CH:29]=1. The yield is 0.520.